From a dataset of Reaction yield outcomes from USPTO patents with 853,638 reactions. Predict the reaction yield, written as a fraction of the theoretical maximum amount of product (1.0 means a 100% yield; for example, 0.34 means a 34% yield). The reactants are [NH2:1][C:2]1[N:23]=[C:22](Cl)[CH:21]=[CH:20][C:3]=1[C:4]([NH:6][CH2:7][C:8]1[S:9][C:10]([O:13][C:14]2[CH:19]=[CH:18][CH:17]=[CH:16][CH:15]=2)=[CH:11][CH:12]=1)=[O:5].C1C=CC(CC(NC[NH:36][C@H:37]([C:48](O)=[O:49])CC2C=CC([N+]([O-])=O)=CC=2)=O)=CC=1.C(CN)O. The catalyst is CS(C)=O.C(N(C(C)C)CC)(C)C.[Cl-].[Na+].O. The product is [NH2:1][C:2]1[N:23]=[C:22]([NH:36][CH2:37][CH2:48][OH:49])[CH:21]=[CH:20][C:3]=1[C:4]([NH:6][CH2:7][C:8]1[S:9][C:10]([O:13][C:14]2[CH:19]=[CH:18][CH:17]=[CH:16][CH:15]=2)=[CH:11][CH:12]=1)=[O:5]. The yield is 0.760.